This data is from Catalyst prediction with 721,799 reactions and 888 catalyst types from USPTO. The task is: Predict which catalyst facilitates the given reaction. Reactant: O.[OH-].[Li+].[Cl:4][C:5]1[C:6]([C:16]#[N:17])=[C:7]([CH:13]=[CH:14][CH:15]=1)[C:8]([O:10]CC)=[O:9].[C:18](OCC)(=O)[CH3:19]. Product: [CH2:18]([C:15]1[CH:14]=[CH:13][C:7]([C:8]([OH:10])=[O:9])=[C:6]([C:16]#[N:17])[C:5]=1[Cl:4])[CH3:19]. The catalyst class is: 38.